Predict the product of the given reaction. From a dataset of Forward reaction prediction with 1.9M reactions from USPTO patents (1976-2016). (1) Given the reactants C(OC(=O)[NH:7][CH:8]([C:10](=[O:28])[NH:11][C:12]1[CH:17]=[C:16]([Cl:18])[CH:15]=[C:14]([NH:19][C:20]([C:22]2[CH:27]=[CH:26][CH:25]=[CH:24][N:23]=2)=[O:21])[N:13]=1)[CH3:9])(C)(C)C.C(O)(C(F)(F)F)=O, predict the reaction product. The product is: [NH2:7][CH:8]([CH3:9])[C:10]([NH:11][C:12]1[N:13]=[C:14]([NH:19][C:20]([C:22]2[CH:27]=[CH:26][CH:25]=[CH:24][N:23]=2)=[O:21])[CH:15]=[C:16]([Cl:18])[CH:17]=1)=[O:28]. (2) The product is: [C:1](=[O:9])([O:2][CH:3]([I:10])[CH3:4])[O:6][CH2:7][CH3:8]. Given the reactants [C:1](=[O:9])([O:6][CH2:7][CH3:8])[O:2][CH:3](Cl)[CH3:4].[I-:10].[Na+], predict the reaction product.